This data is from Forward reaction prediction with 1.9M reactions from USPTO patents (1976-2016). The task is: Predict the product of the given reaction. (1) Given the reactants [F:1][C:2]1[CH:3]=[CH:4][CH:5]=[C:6]2[C:10]=1[NH:9][CH:8]=[C:7]2[C@@H:11]1[C:19]2[C:14](=[CH:15][CH:16]=[CH:17][CH:18]=2)[C@H:13]([NH:20][CH3:21])[CH2:12]1.C1(C)C=CC(C([C@](C(O)=O)(O)[C@](C(C2C=CC(C)=CC=2)=O)(O)C(O)=O)=O)=CC=1, predict the reaction product. The product is: [F:1][C:2]1[CH:3]=[CH:4][CH:5]=[C:6]2[C:10]=1[NH:9][CH:8]=[C:7]2[C@H:11]1[C:19]2[C:14](=[CH:15][CH:16]=[CH:17][CH:18]=2)[C@@H:13]([NH:20][CH3:21])[CH2:12]1. (2) Given the reactants [CH3:1][O:2][C:3]1[CH:4]=[C:5]([CH:12]=[CH:13][C:14]=1[O:15][CH3:16])[CH2:6][C@@H:7]([C:9]([OH:11])=[O:10])[NH2:8].S(Cl)(Cl)=O.[CH3:21]O, predict the reaction product. The product is: [CH3:1][O:2][C:3]1[CH:4]=[C:5]([CH2:6][C@H:7]([NH2:8])[C:9]([O:11][CH3:21])=[O:10])[CH:12]=[CH:13][C:14]=1[O:15][CH3:16]. (3) Given the reactants [OH:1][CH:2]1[CH2:7][CH2:6][CH:5]([C:8](=[O:22])[CH2:9][CH:10]2[C:18]3[C:13](=[CH:14][CH:15]=[CH:16][CH:17]=3)[C:12]3=[CH:19][N:20]=[CH:21][N:11]23)[CH2:4][CH2:3]1.[C:23](OC(=O)C)(=[O:25])[CH3:24], predict the reaction product. The product is: [C:23]([O:1][CH:2]1[CH2:7][CH2:6][CH:5]([C:8](=[O:22])[CH2:9][CH:10]2[C:18]3[C:13](=[CH:14][CH:15]=[CH:16][CH:17]=3)[C:12]3=[CH:19][N:20]=[CH:21][N:11]23)[CH2:4][CH2:3]1)(=[O:25])[CH3:24]. (4) Given the reactants [Br:1][C:2]1[CH:11]=[CH:10][CH:9]=[C:8]2[C:3]=1[CH2:4][CH2:5][CH2:6][C:7]2=O.Cl.[NH2:14][OH:15], predict the reaction product. The product is: [Br:1][C:2]1[CH:11]=[CH:10][CH:9]=[C:8]2[C:3]=1[CH2:4][CH2:5][CH2:6]/[C:7]/2=[N:14]\[OH:15]. (5) The product is: [CH2:1]([O:3][C:4]([C:6]1([CH2:9][NH2:10])[CH2:8][CH2:7]1)=[O:5])[CH3:2]. Given the reactants [CH2:1]([O:3][C:4]([C:6]1([C:9]#[N:10])[CH2:8][CH2:7]1)=[O:5])[CH3:2], predict the reaction product.